Dataset: Full USPTO retrosynthesis dataset with 1.9M reactions from patents (1976-2016). Task: Predict the reactants needed to synthesize the given product. (1) Given the product [Cl:22][C:23]1[N:24]=[CH:25][N:26]([CH2:31][O:32][CH2:33][CH2:34][Si:35]([CH3:38])([CH3:37])[CH3:36])[C:27]=1[C:28]([NH:9][CH2:8][C:5]1[CH:6]=[CH:7][C:2]([Cl:1])=[C:3]([O:11][C:12]2[CH:17]=[C:16]([CH:18]3[CH2:20][CH2:19]3)[CH:15]=[C:14]([Cl:21])[CH:13]=2)[C:4]=1[F:10])=[O:29], predict the reactants needed to synthesize it. The reactants are: [Cl:1][C:2]1[CH:7]=[CH:6][C:5]([CH2:8][NH2:9])=[C:4]([F:10])[C:3]=1[O:11][C:12]1[CH:17]=[C:16]([CH:18]2[CH2:20][CH2:19]2)[CH:15]=[C:14]([Cl:21])[CH:13]=1.[Cl:22][C:23]1[N:24]=[CH:25][N:26]([CH2:31][O:32][CH2:33][CH2:34][Si:35]([CH3:38])([CH3:37])[CH3:36])[C:27]=1[C:28](O)=[O:29].CN(C(ON1N=NC2C=CC=NC1=2)=[N+](C)C)C.F[P-](F)(F)(F)(F)F.C(N(C(C)C)CC)(C)C. (2) Given the product [S:22]1[C:23]2[CH:29]=[CH:28][CH:27]=[CH:26][C:24]=2[N:25]=[C:21]1[CH:12]([O:13][CH:14]1[CH2:19][CH2:18][N:17]([CH3:20])[CH2:16][CH2:15]1)[C:8]1[CH:7]=[C:6]([S:5][CH2:4][C:3]([NH:32][NH2:33])=[O:2])[CH:11]=[CH:10][CH:9]=1, predict the reactants needed to synthesize it. The reactants are: C[O:2][C:3](=O)[CH2:4][S:5][C:6]1[CH:11]=[CH:10][CH:9]=[C:8]([CH:12]([C:21]2[S:22][C:23]3[CH:29]=[CH:28][CH:27]=[CH:26][C:24]=3[N:25]=2)[O:13][CH:14]2[CH2:19][CH2:18][N:17]([CH3:20])[CH2:16][CH2:15]2)[CH:7]=1.O.[NH2:32][NH2:33]. (3) Given the product [CH3:30][C:31]([CH3:65])([CH3:64])[C:32]([O:34][CH2:35][C@@H:36]1[C@@H:41]([O:42][C:43](=[O:48])[C:44]([CH3:45])([CH3:46])[CH3:47])[C@H:40]([O:49][C:50](=[O:55])[C:51]([CH3:53])([CH3:52])[CH3:54])[C@H:39]([O:56][C:57](=[O:62])[C:58]([CH3:61])([CH3:60])[CH3:59])[C@@H:38]([C:18]2[CH:23]=[CH:22][CH:21]=[C:20]([C:24]#[C:25][Si:26]([CH3:29])([CH3:28])[CH3:27])[CH:19]=2)[O:37]1)=[O:33], predict the reactants needed to synthesize it. The reactants are: CCCCCCC.C(OCCCC)CCC.Br[C:18]1[CH:19]=[C:20]([C:24]#[C:25][Si:26]([CH3:29])([CH3:28])[CH3:27])[CH:21]=[CH:22][CH:23]=1.[CH3:30][C:31]([CH3:65])([CH3:64])[C:32]([O:34][CH2:35][C@@H:36]1[C@@H:41]([O:42][C:43](=[O:48])[C:44]([CH3:47])([CH3:46])[CH3:45])[C@H:40]([O:49][C:50](=[O:55])[C:51]([CH3:54])([CH3:53])[CH3:52])[C@H:39]([O:56][C:57](=[O:62])[C:58]([CH3:61])([CH3:60])[CH3:59])[C@@H:38](Br)[O:37]1)=[O:33].Cl. (4) Given the product [F:1][C:2]1[CH:3]=[C:4]([CH:8]=[CH:9][C:10]=1[C:11]1[S:12][C:13]2[C:18]([N:19]=1)=[CH:17][CH:16]=[C:15]([C:20]1([C:23]3[CH:24]=[CH:25][CH:26]=[CH:27][CH:28]=3)[CH2:21][CH2:22]1)[N:14]=2)[C:5]([N:30]([CH2:31][CH2:32][OH:33])[CH3:29])=[O:7], predict the reactants needed to synthesize it. The reactants are: [F:1][C:2]1[CH:3]=[C:4]([CH:8]=[CH:9][C:10]=1[C:11]1[S:12][C:13]2[C:18]([N:19]=1)=[CH:17][CH:16]=[C:15]([C:20]1([C:23]3[CH:28]=[CH:27][CH:26]=[CH:25][CH:24]=3)[CH2:22][CH2:21]1)[N:14]=2)[C:5]([OH:7])=O.[CH3:29][NH:30][CH2:31][CH2:32][OH:33]. (5) Given the product [CH3:30][O:31][C:32](=[O:57])[NH:33][CH:34]([C:38]([N:40]1[CH2:44][CH2:43][CH2:42][CH:41]1[C:45]1[NH:46][C:47]([C:50]2[CH:55]=[CH:54][C:53]3[C:52](=[CH:19][CH:18]=[C:21]([C:22]#[CH:23])[CH:26]=3)[CH:51]=2)=[CH:48][N:49]=1)=[O:39])[CH:35]([CH3:37])[CH3:36], predict the reactants needed to synthesize it. The reactants are: COC(=O)NC(C(N1CCCC1C1N[C:18]([C:21]2[CH:26]=CC(C#C)=[CH:23][CH:22]=2)=[CH:19]N=1)=O)C(C)C.[CH3:30][O:31][C:32](=[O:57])[NH:33][CH:34]([C:38]([N:40]1[CH2:44][CH2:43][CH2:42][CH:41]1[C:45]1[NH:46][C:47]([C:50]2[CH:55]=[CH:54][C:53](Br)=[CH:52][CH:51]=2)=[CH:48][N:49]=1)=[O:39])[CH:35]([CH3:37])[CH3:36]. (6) Given the product [C:37]([CH2:39][C:40]1[S:41][CH:2]=[C:3]([C:5]2[S:9][C:8]([NH:10][C:11](=[O:13])[CH3:12])=[N:7][C:6]=2[CH3:14])[N:42]=1)#[N:38], predict the reactants needed to synthesize it. The reactants are: Br[CH2:2][C:3]([C:5]1[S:9][C:8]([NH:10][C:11](=[O:13])[CH3:12])=[N:7][C:6]=1[CH3:14])=O.Br.BrCC(C1SC(NC(=O)C)=NC=1C)=O.C(N(CC)CC)C.[C:37]([CH2:39][C:40]([NH2:42])=[S:41])#[N:38]. (7) Given the product [C:1]([C:5]1[S:9][C:8]([C:10]([NH:12][C@@H:13]([CH2:14][C:15]2[CH:16]=[CH:17][C:18]([O:21][S:45]([C:48]([F:51])([F:50])[F:49])(=[O:47])=[O:46])=[CH:19][CH:20]=2)[C:22]([O:24][C:25]([CH3:28])([CH3:27])[CH3:26])=[O:23])=[O:11])=[CH:7][CH:6]=1)([CH3:4])([CH3:2])[CH3:3], predict the reactants needed to synthesize it. The reactants are: [C:1]([C:5]1[S:9][C:8]([C:10]([NH:12][C@H:13]([C:22]([O:24][C:25]([CH3:28])([CH3:27])[CH3:26])=[O:23])[CH2:14][C:15]2[CH:20]=[CH:19][C:18]([OH:21])=[CH:17][CH:16]=2)=[O:11])=[CH:7][CH:6]=1)([CH3:4])([CH3:3])[CH3:2].CCN(C(C)C)C(C)C.C1C=CC(N([S:45]([C:48]([F:51])([F:50])[F:49])(=[O:47])=[O:46])[S:45]([C:48]([F:51])([F:50])[F:49])(=[O:47])=[O:46])=CC=1. (8) Given the product [CH:20]([N:15]1[C:16](=[O:19])[CH:17]=[CH:18][C:13]([C:10]2[N:11]=[CH:12][C:7]([C:31]([O:66][CH3:65])=[O:32])=[N:8][C:9]=2[C:23]2[CH:28]=[CH:27][CH:26]=[CH:25][CH:24]=2)=[N:14]1)([CH3:21])[CH3:22], predict the reactants needed to synthesize it. The reactants are: FC(F)(F)S(O[C:7]1[CH:12]=[N:11][C:10]([C:13]2[CH:18]=[CH:17][C:16](=[O:19])[N:15]([CH:20]([CH3:22])[CH3:21])[N:14]=2)=[C:9]([C:23]2[CH:28]=[CH:27][CH:26]=[CH:25][CH:24]=2)[N:8]=1)(=O)=O.[CH3:31][OH:32].C1(P(C2C=CC=CC=2)CCCP(C2C=CC=CC=2)C2C=CC=CC=2)C=CC=CC=1.CN([CH:65]=[O:66])C.